Dataset: Forward reaction prediction with 1.9M reactions from USPTO patents (1976-2016). Task: Predict the product of the given reaction. (1) Given the reactants [Cl-].[Al+3].[Cl-].[Cl-].[Br:5][C:6]1[CH:11]=[C:10]([O:12]CC2C=CC=CC=2)[CH:9]=[C:8]([Br:20])[CH:7]=1.CN(C)C1C=CC=CC=1, predict the reaction product. The product is: [Br:5][C:6]1[CH:11]=[C:10]([OH:12])[CH:9]=[C:8]([Br:20])[CH:7]=1. (2) Given the reactants [Br:1][C:2]1[C:10]([CH2:11]Br)=[CH:9][C:5]2[O:6][CH2:7][O:8][C:4]=2[CH:3]=1.C1OCCOCCOCCOCCOCCOC1.[C-:31]#[N:32].[K+].O, predict the reaction product. The product is: [Br:1][C:2]1[C:10]([CH2:11][C:31]#[N:32])=[CH:9][C:5]2[O:6][CH2:7][O:8][C:4]=2[CH:3]=1. (3) Given the reactants [CH3:1][O:2][C:3]1[CH:4]=[C:5]2[C:10](=[CH:11][C:12]=1[O:13][CH3:14])[NH:9][C:8](=[O:15])[CH:7]([C:16]([OH:18])=O)[CH2:6]2.[NH2:19][C:20]1[CH:21]=[C:22]([CH:27]=[CH:28][C:29]=1[Cl:30])[C:23]([O:25][CH3:26])=[O:24].C(N(CC)CC)C.CN(C(ON1N=NC2C=CC=NC1=2)=[N+](C)C)C.F[P-](F)(F)(F)(F)F, predict the reaction product. The product is: [CH3:26][O:25][C:23](=[O:24])[C:22]1[CH:27]=[CH:28][C:29]([Cl:30])=[C:20]([NH:19][C:16]([CH:7]2[CH2:6][C:5]3[C:10](=[CH:11][C:12]([O:13][CH3:14])=[C:3]([O:2][CH3:1])[CH:4]=3)[NH:9][C:8]2=[O:15])=[O:18])[CH:21]=1.